This data is from Forward reaction prediction with 1.9M reactions from USPTO patents (1976-2016). The task is: Predict the product of the given reaction. (1) The product is: [Cl:1][C:2]1[N:7]=[CH:6][C:5]([C:8]2[CH:9]=[N:10][CH:11]=[C:12]([O:14][CH3:15])[CH:13]=2)=[C:4]([NH:16][C:18]2[C:27]3[C:22](=[CH:23][C:24]([F:29])=[CH:25][C:26]=3[F:28])[N:21]=[C:20]([C:30]3[CH:35]=[CH:34][CH:33]=[CH:32][N:31]=3)[C:19]=2[CH3:36])[CH:3]=1. Given the reactants [Cl:1][C:2]1[N:7]=[CH:6][C:5]([C:8]2[CH:9]=[N:10][CH:11]=[C:12]([O:14][CH3:15])[CH:13]=2)=[C:4]([NH2:16])[CH:3]=1.Cl[C:18]1[C:27]2[C:22](=[CH:23][C:24]([F:29])=[CH:25][C:26]=2[F:28])[N:21]=[C:20]([C:30]2[CH:35]=[CH:34][CH:33]=[CH:32][N:31]=2)[C:19]=1[CH3:36].[H-].[Na+].O, predict the reaction product. (2) Given the reactants [OH-].[K+].[NH:3]1[C:7]2=[N:8][CH:9]=[CH:10][CH:11]=[C:6]2[CH:5]=[CH:4]1.O=[C:13]1[CH2:18][CH2:17][N:16]([C:19]([O:21][C:22]([CH3:25])([CH3:24])[CH3:23])=[O:20])[CH2:15][CH2:14]1, predict the reaction product. The product is: [NH:3]1[C:7]2=[N:8][CH:9]=[CH:10][CH:11]=[C:6]2[C:5]([C:13]2[CH2:18][CH2:17][N:16]([C:19]([O:21][C:22]([CH3:25])([CH3:24])[CH3:23])=[O:20])[CH2:15][CH:14]=2)=[CH:4]1. (3) Given the reactants [C:1]([C:3]1[CH:25]=[CH:24][C:6]([CH2:7][NH:8][C:9]([C:11]2[N:12]([CH2:17][C:18]3[CH:23]=[CH:22][CH:21]=[CH:20][CH:19]=3)[N:13]=[C:14]([CH3:16])[CH:15]=2)=[O:10])=[C:5]([OH:26])[CH:4]=1)#[N:2].I[CH2:28][C:29]([NH2:31])=[O:30], predict the reaction product. The product is: [C:29]([CH2:28][O:26][C:5]1[CH:4]=[C:3]([C:1]#[N:2])[CH:25]=[CH:24][C:6]=1[CH2:7][NH:8][C:9]([C:11]1[N:12]([CH2:17][C:18]2[CH:23]=[CH:22][CH:21]=[CH:20][CH:19]=2)[N:13]=[C:14]([CH3:16])[CH:15]=1)=[O:10])(=[O:30])[NH2:31].